This data is from Forward reaction prediction with 1.9M reactions from USPTO patents (1976-2016). The task is: Predict the product of the given reaction. Given the reactants [C:1]1([CH:7]([O:14][C:15](=[O:29])[C@H]2C[C@H](O)CN2[C:15]([O:14][C:7](C)(C)[CH3:1])=[O:29])C2C=CC=CC=2)C=CC=CC=1.C1(P(C2C=CC=CC=2)C2C=CC=CC=2)C=CC=CC=1.CCOC(/[N:54]=[N:55]/[C:56]([O:58][CH2:59][CH3:60])=[O:57])=O, predict the reaction product. The product is: [N:55]([C:56]([O:58][CH2:59][CH3:60])=[O:57])([C:15]([O:14][CH2:7][CH3:1])=[O:29])[NH2:54].